From a dataset of Forward reaction prediction with 1.9M reactions from USPTO patents (1976-2016). Predict the product of the given reaction. Given the reactants [NH2:1][O:2][CH2:3][C:4]1[CH:9]=[CH:8][CH:7]=[CH:6][CH:5]=1.Cl.CC(O[Na])=O.[CH3:16][NH:17][C:18]1([C:25]2[CH:26]=[CH:27][CH:28]=[CH:29][C:30]=2[Cl:31])[C:23](=O)[CH2:22][CH2:21][CH2:20][CH2:19]1, predict the reaction product. The product is: [CH2:3]([O:2][N:1]=[C:19]1[CH2:20][CH2:21][CH2:22][CH2:23][C:18]1([C:25]1[CH:26]=[CH:27][CH:28]=[CH:29][C:30]=1[Cl:31])[NH:17][CH3:16])[C:4]1[CH:9]=[CH:8][CH:7]=[CH:6][CH:5]=1.